From a dataset of NCI-60 drug combinations with 297,098 pairs across 59 cell lines. Regression. Given two drug SMILES strings and cell line genomic features, predict the synergy score measuring deviation from expected non-interaction effect. Drug 1: CCC(=C(C1=CC=CC=C1)C2=CC=C(C=C2)OCCN(C)C)C3=CC=CC=C3.C(C(=O)O)C(CC(=O)O)(C(=O)O)O. Drug 2: CS(=O)(=O)CCNCC1=CC=C(O1)C2=CC3=C(C=C2)N=CN=C3NC4=CC(=C(C=C4)OCC5=CC(=CC=C5)F)Cl. Cell line: RPMI-8226. Synergy scores: CSS=-4.28, Synergy_ZIP=-0.665, Synergy_Bliss=-9.34, Synergy_Loewe=-6.72, Synergy_HSA=-10.9.